Dataset: Experimentally validated miRNA-target interactions with 360,000+ pairs, plus equal number of negative samples. Task: Binary Classification. Given a miRNA mature sequence and a target amino acid sequence, predict their likelihood of interaction. (1) The miRNA is mmu-miR-1898 with sequence AGGUCAAGGUUCACAGGGGAUC. The protein sequence of the target gene is MGSSKKHRGEKEAAGTTAAAGTGGTTEQPPRHREHKKHKHRSSGGGSSGGERRKRSRERGSERGSGRRGAEAEARSGAHGRERSQAEPSERRVKREKRDDGYEAAASSKASSGDASSLSIEETNKLRAKLGLKPLEVNAVKKEAGTKEEPVAADVINPMALRQREELREKLAAAKEKRLLNQKLGKIKTLGEDDPWLDDTAAWIERSRQLQKEKDLAEKRAKLLEEMDQEFGVSTLVEEEFEQRRQDLYSARDLQGLTVEHAIDSFREGETVVLTLKDKGVLQDGEDVLVNVNMVDKERA.... Result: 0 (no interaction). (2) The protein sequence of the target gene is MYTPHPFGFLIILVPMTNAMRAIAAIAAGVGSVAATVATSTTSSISSSTTIINTSSATTIGGNHTSGSTGFSTNSTLLDADHLPLQLTTAKVDLDIEIDIQLLTNGYDGTTLTSFYNESSWTNASEMDTIVGEEPEPLSLVSIVVVGIFLSVLIFLSVAGNILVCLAIYTERSLRRIGNLFLASLAIADLFVASLVMTFAGVNDLLGYWIFGAQFCDTWVAFDVMCSTASILNLCAISMDRYIHIKDPLRYGRWVTRRVAVITIAAIWLLAAFVSFVPISLGIHRPDQPLIFEDNGKKYP.... Result: 0 (no interaction). The miRNA is mmu-miR-509-3p with sequence UGAUUGACAUUUCUGUAAUGG.